Dataset: Forward reaction prediction with 1.9M reactions from USPTO patents (1976-2016). Task: Predict the product of the given reaction. (1) Given the reactants CO[C:3]1[CH:4]=[C:5]2[C:9](=[CH:10][CH:11]=1)[C:8](=[O:12])[CH2:7][CH2:6]2.[Br:13]N1C(=O)CCC1=O.N(C(C)(C)C#N)=NC(C)(C)C#N, predict the reaction product. The product is: [Br:13][C:6]1[C:5]2[C:9](=[CH:10][CH:11]=[CH:3][CH:4]=2)[C:8](=[O:12])[CH:7]=1. (2) Given the reactants [F:1][C:2]([F:20])([F:19])[C:3]1[CH:4]=[C:5]([C:9]2[CH:17]=[CH:16][CH:15]=[C:14]3[C:10]=2[CH2:11][C:12](=[O:18])[NH:13]3)[CH:6]=[CH:7][CH:8]=1.[N:21]1([CH2:26][CH2:27][CH2:28][NH:29][C:30]([C:32]2[C:36](C)=[C:35]([CH:38]=O)[NH:34][C:33]=2[CH3:40])=[O:31])[CH2:25][CH2:24][CH2:23][CH2:22]1, predict the reaction product. The product is: [N:21]1([CH2:26][CH2:27][CH2:28][NH:29][C:30]([C:32]2[CH:36]=[C:35]([CH3:38])[NH:34][C:33]=2[CH:40]=[C:11]2[C:10]3[C:14](=[CH:15][CH:16]=[CH:17][C:9]=3[C:5]3[CH:6]=[CH:7][CH:8]=[C:3]([C:2]([F:1])([F:19])[F:20])[CH:4]=3)[NH:13][C:12]2=[O:18])=[O:31])[CH2:25][CH2:24][CH2:23][CH2:22]1. (3) Given the reactants [Cl:1][C:2]1[CH:18]=[C:17]([Cl:19])[CH:16]=[CH:15][C:3]=1[CH2:4][N:5]1[C:9]([CH:10]=O)=[CH:8][C:7]([CH:12]([CH3:14])[CH3:13])=[N:6]1.C(OP([CH2:28][C:29]([O:31][CH2:32][CH3:33])=[O:30])(OCC)=O)C.[H-].[Na+].O, predict the reaction product. The product is: [Cl:1][C:2]1[CH:18]=[C:17]([Cl:19])[CH:16]=[CH:15][C:3]=1[CH2:4][N:5]1[C:9](/[CH:10]=[CH:28]/[C:29]([O:31][CH2:32][CH3:33])=[O:30])=[CH:8][C:7]([CH:12]([CH3:14])[CH3:13])=[N:6]1. (4) Given the reactants [Cl:1][C:2]1[CH:3]=[C:4]2[CH:10]=[CH:9][NH:8][C:5]2=[N:6][CH:7]=1.[H-].[Na+].Cl[C:14]1[N:18]([CH3:19])[N:17]=[C:16]([CH:20]2[CH2:22][CH2:21]2)[C:15]=1[CH:23]=[O:24].O, predict the reaction product. The product is: [Cl:1][C:2]1[CH:3]=[C:4]2[CH:10]=[CH:9][N:8]([C:14]3[N:18]([CH3:19])[N:17]=[C:16]([CH:20]4[CH2:22][CH2:21]4)[C:15]=3[CH:23]=[O:24])[C:5]2=[N:6][CH:7]=1. (5) The product is: [CH3:20][O:10][C:9](=[O:11])[CH:8]([C:5]1[CH:4]=[CH:3][C:2]([Br:1])=[CH:7][CH:6]=1)[CH2:12][CH:13]1[CH2:14][CH2:15][N:16]([CH3:19])[CH2:17][CH2:18]1. Given the reactants [Br:1][C:2]1[CH:7]=[CH:6][C:5]([CH:8]([CH2:12][CH:13]2[CH2:18][CH2:17][N:16]([CH3:19])[CH2:15][CH2:14]2)[C:9]([OH:11])=[O:10])=[CH:4][CH:3]=1.[CH3:20]O, predict the reaction product. (6) Given the reactants Cl.[NH:2]1[C:6]([CH2:7][NH2:8])=[CH:5][N:4]=[N:3]1.[CH3:9][C:10]1[CH:15]=[CH:14][C:13]([C:16]2[CH:21]=[CH:20][C:19]([S:22](Cl)(=[O:24])=[O:23])=[CH:18][CH:17]=2)=[CH:12][CH:11]=1, predict the reaction product. The product is: [NH:2]1[C:6]([CH2:7][NH:8][S:22]([C:19]2[CH:18]=[CH:17][C:16]([C:13]3[CH:14]=[CH:15][C:10]([CH3:9])=[CH:11][CH:12]=3)=[CH:21][CH:20]=2)(=[O:24])=[O:23])=[CH:5][N:4]=[N:3]1.